From a dataset of CYP2D6 inhibition data for predicting drug metabolism from PubChem BioAssay. Regression/Classification. Given a drug SMILES string, predict its absorption, distribution, metabolism, or excretion properties. Task type varies by dataset: regression for continuous measurements (e.g., permeability, clearance, half-life) or binary classification for categorical outcomes (e.g., BBB penetration, CYP inhibition). Dataset: cyp2d6_veith. (1) The compound is c1ccc(N2CCCC3(CCNCC3)C2)cc1. The result is 1 (inhibitor). (2) The drug is OC(Cc1cccnc1)(c1ccccc1)c1ccccc1. The result is 0 (non-inhibitor). (3) The molecule is CN(C)[C@@H]1C(=O)C(C(N)=O)=C(O)[C@]2(O)C(=O)C3=C(O)c4c(O)ccc(Cl)c4[C@](C)(O)[C@H]3C[C@@H]12. The result is 0 (non-inhibitor). (4) The compound is CC(C)C(=O)Nc1sc2c(c1-c1nc3ccccc3[nH]1)CCCC2. The result is 0 (non-inhibitor). (5) The compound is O=c1oc2ccccc2cc1-c1csc(NN=C2CCCCC2)n1. The result is 1 (inhibitor).